From a dataset of Experimentally validated miRNA-target interactions with 360,000+ pairs, plus equal number of negative samples. Binary Classification. Given a miRNA mature sequence and a target amino acid sequence, predict their likelihood of interaction. (1) The miRNA is hsa-miR-146a-3p with sequence CCUCUGAAAUUCAGUUCUUCAG. The protein sequence of the target gene is MNKSQGSVSFTDVTVDFTQEEWEQLDPSQRILYMDVMLENYSNLLSVEVWKADDQMERDHRNPDEQARQFLILKNQTPIEERGDLFGKALNLNTDFVSLRQVPYKYDLYEKTLKYNSDLLNSNRSYAGKQTDECNEFGKALLYLKQEKTHSGVEYSEYNKSGKALSHKAAIFKHQKIKNLVQPFICTYCDKAFSFKSLLISHKRIHTGEKPYECNVCKKTFSHKANLIKHQRIHTGEKPFECPECGKAFTHQSNLIVHQRAHMEKKPYECSECGKTFAQKFELTTHQRIHTGERPYECNE.... Result: 1 (interaction). (2) The miRNA is hsa-miR-623 with sequence AUCCCUUGCAGGGGCUGUUGGGU. Result: 1 (interaction). The protein sequence of the target gene is MDCEVNNGSSLRDECITNLLVFGFLQSCSDNSFRRELDALGHELPVLAPQWEGYDELQTDGNRSSHSRLGRIEADSESQEDIIRNIARHLAQVGDSMDRSIPPGLVNGLALQLRNTSRSEEDRNRDLATALEQLLQAYPRDMEKEKTMLVLALLLAKKVASHTPSLLRDVFHTTVNFINQNLRTYVRSLARNGMD. (3) The miRNA is mmu-miR-6974-3p with sequence UCUCCACUCUCUUCUGUCCCAG. The protein sequence of the target gene is MASNERDAISWYQKKIGAYDQQIWEKSIEQTQIKGLKNKPKKMGHIKPDLIDVDLIRGSTFAKAKPEIPWTSLTRKGLVRVVFFPLFSNWWIQVTSLRIFVWLLLLYFMQVIAIVLYLMMPIVNISEVLGPLCLMLLMGTVHCQIVSTQITRPSGNNGNRRRRKLRKTVNGDGSRENGNNSSDKVRGIETLESVPIIGGFWETIFGNRIKRVKLISNKGTETDNDPSCVHPIIKRRQCRPEIRMWQTREKAKFSDGEKCRREAFRRLGNGVSDDLSSEEDGEARTQMILLRRSVEGASSD.... Result: 0 (no interaction). (4) The miRNA is hsa-miR-5093 with sequence AGGAAAUGAGGCUGGCUAGGAGC. Result: 1 (interaction). The protein sequence of the target gene is MPHSSLHPSIPCPRGHGAQKAALVLLSACLVTLWGLGEPPEHTLRYLVLHLASLQLGLLLNGVCSLAEELRHIHSRYRGSYWRTVRACLGCPLRRGALLLLSIYFYYSLPNAVGPPFTWMLALLGLSQALNILLGLKGLAPAEISAVCEKGNFNVAHGLAWSYYIGYLRLILPELQARIRTYNQHYNNLLRGAVSQRLYILLPLDCGVPDNLSMADPNIRFLDKLPQQTGDHAGIKDRVYSNSIYELLENGQRAGTCVLEYATPLQTLFAMSQYSQAGFSREDRLEQAKLFCRTLEDILA....